This data is from Forward reaction prediction with 1.9M reactions from USPTO patents (1976-2016). The task is: Predict the product of the given reaction. (1) Given the reactants [NH:1]1[C:5]2[CH:6]=[CH:7][CH:8]=[CH:9][C:4]=2[N:3]=[N:2]1.[CH3:10][C:11]([CH3:15])([CH3:14])[CH:12]=O.[S:16]1[CH:20]=[CH:19][CH:18]=[C:17]1[CH2:21][CH2:22][CH2:23][C:24]([NH2:26])=[O:25], predict the reaction product. The product is: [N:1]1([CH:12]([NH:26][C:24](=[O:25])[CH2:23][CH2:22][CH2:21][C:17]2[S:16][CH:20]=[CH:19][CH:18]=2)[C:11]([CH3:15])([CH3:14])[CH3:10])[C:5]2[CH:6]=[CH:7][CH:8]=[CH:9][C:4]=2[N:3]=[N:2]1. (2) Given the reactants C(O)(C)C.[CH:5]([N:7]1[CH2:11][CH2:10][CH2:9][C:8]1=[O:12])=[CH2:6].[C:13]([O:16][CH:17]=[CH2:18])(=[O:15])[CH3:14], predict the reaction product. The product is: [CH:5]([N:7]1[CH2:11][CH2:10][CH2:9][C:8]1=[O:12])=[CH2:6].[C:13]([O:16][CH:17]=[CH2:18])(=[O:15])[CH3:14]. (3) The product is: [O:28]1[CH2:29][CH2:30][N:25]([CH2:24][CH2:23][N:5]([C:6]2[CH:7]=[C:8]3[C:12](=[CH:13][CH:14]=2)[N:11]([CH2:15][C:16]([O:18][CH3:19])=[O:17])[C:10](=[O:20])[CH2:9]3)[S:2]([CH3:1])(=[O:3])=[O:4])[CH2:26][CH2:27]1. Given the reactants [CH3:1][S:2]([NH:5][C:6]1[CH:7]=[C:8]2[C:12](=[CH:13][CH:14]=1)[N:11]([CH2:15][C:16]([O:18][CH3:19])=[O:17])[C:10](=[O:20])[CH2:9]2)(=[O:4])=[O:3].Cl.Cl[CH2:23][CH2:24][N:25]1[CH2:30][CH2:29][O:28][CH2:27][CH2:26]1.C([O-])([O-])=O.[K+].[K+], predict the reaction product. (4) Given the reactants [O:1]=[C:2]1[C:10](=[O:11])[C:9]2[C:4](=[CH:5][CH:6]=[C:7]([S:12][CH2:13][CH2:14][C:15]3[CH:24]=[CH:23][C:18]([C:19]([O:21]C)=[O:20])=[CH:17][CH:16]=3)[CH:8]=2)[N:3]1[CH2:25][CH2:26][C:27]1[CH:32]=[CH:31][CH:30]=[CH:29][CH:28]=1.C(=O)([O-])[O-].[K+].[K+], predict the reaction product. The product is: [O:1]=[C:2]1[C:10](=[O:11])[C:9]2[C:4](=[CH:5][CH:6]=[C:7]([S:12][CH2:13][CH2:14][C:15]3[CH:24]=[CH:23][C:18]([C:19]([OH:21])=[O:20])=[CH:17][CH:16]=3)[CH:8]=2)[N:3]1[CH2:25][CH2:26][C:27]1[CH:32]=[CH:31][CH:30]=[CH:29][CH:28]=1. (5) Given the reactants [C:1]([NH:5][S:6]([C:9]1[CH:14]=[CH:13][CH:12]=[C:11]([C:15]2[N:23]3[C:18]([CH:19]=[N:20][C:21](S(C)=O)=[N:22]3)=[CH:17][CH:16]=2)[CH:10]=1)(=[O:8])=[O:7])([CH3:4])([CH3:3])[CH3:2].[CH3:27][N:28]1[C:33]2[CH:34]=[C:35]([NH2:38])[CH:36]=[CH:37][C:32]=2[O:31][CH2:30][CH2:29]1, predict the reaction product. The product is: [C:1]([NH:5][S:6]([C:9]1[CH:14]=[CH:13][CH:12]=[C:11]([C:15]2[N:23]3[C:18]([CH:19]=[N:20][C:21]([NH:38][C:35]4[CH:36]=[CH:37][C:32]5[O:31][CH2:30][CH2:29][N:28]([CH3:27])[C:33]=5[CH:34]=4)=[N:22]3)=[CH:17][CH:16]=2)[CH:10]=1)(=[O:8])=[O:7])([CH3:4])([CH3:3])[CH3:2]. (6) The product is: [CH2:1]([C:3]1[CH:4]=[C:5]2[C:10](=[CH:11][C:12]=1[O:13][CH3:27])[O:9][CH:8]=[C:7]([C:14]1[CH:23]=[CH:22][C:21]3[C:16](=[CH:17][CH:18]=[CH:19][CH:20]=3)[CH:15]=1)[C:6]2=[O:24])[CH3:2]. Given the reactants [CH2:1]([C:3]1[CH:4]=[C:5]2[C:10](=[CH:11][C:12]=1[OH:13])[O:9][CH:8]=[C:7]([C:14]1[CH:23]=[CH:22][C:21]3[C:16](=[CH:17][CH:18]=[CH:19][CH:20]=3)[CH:15]=1)[C:6]2=[O:24])[CH3:2].IC.[C:27](=O)([O-])[O-].[K+].[K+], predict the reaction product. (7) Given the reactants [CH3:1][O:2][C:3]1[CH:22]=[CH:21][C:6]([CH2:7][C@@H:8]2[C:12]3=[N:13][C:14]4[CH:19]=[CH:18][CH:17]=[CH:16][C:15]=4[N:11]3[C:10](=[O:20])[NH:9]2)=[CH:5][CH:4]=1.Br.Br.[NH2:25][CH2:26][C:27]1[CH:32]=[CH:31][CH:30]=[CH:29][C:28]=1[CH2:33][N:34]([CH3:36])[CH3:35].C(O)(C(F)(F)F)=O, predict the reaction product. The product is: [NH:11]1[C:15]2[CH:16]=[CH:17][CH:18]=[CH:19][C:14]=2[N:13]=[C:12]1[C@H:8]([NH:9][C:10]([NH:25][CH2:26][C:27]1[CH:32]=[CH:31][CH:30]=[CH:29][C:28]=1[CH2:33][N:34]([CH3:36])[CH3:35])=[O:20])[CH2:7][C:6]1[CH:5]=[CH:4][C:3]([O:2][CH3:1])=[CH:22][CH:21]=1.